Dataset: Forward reaction prediction with 1.9M reactions from USPTO patents (1976-2016). Task: Predict the product of the given reaction. (1) Given the reactants Br[C:2]1[CH:3]=[CH:4][C:5]2=[C:6]([CH:37]=1)[N:7]=[C:8]([NH:29][C:30](=[O:36])[O:31][C:32]([CH3:35])([CH3:34])[CH3:33])[CH2:9][C:10]([C:12](=[O:28])[N:13]([CH2:17][CH2:18][CH2:19][O:20][Si:21]([C:24]([CH3:27])([CH3:26])[CH3:25])([CH3:23])[CH3:22])[CH2:14][CH2:15][CH3:16])=[CH:11]2.[OH:38][C@H:39]1[CH2:43][CH2:42][N:41]([C:44]([C:46]2[CH:51]=[CH:50][C:49](B3OC(C)(C)C(C)(C)O3)=[CH:48][CH:47]=2)=[O:45])[CH2:40]1.CC1(C)C(C)(C)OB(C2C=CC(C(O)=O)=CC=2)O1.N1CC[C@H](O)C1, predict the reaction product. The product is: [Si:21]([O:20][CH2:19][CH2:18][CH2:17][N:13]([CH2:14][CH2:15][CH3:16])[C:12]([C:10]1=[CH:11][C:5]2[CH:4]=[CH:3][C:2]([C:49]3[CH:48]=[CH:47][C:46]([C:44]([N:41]4[CH2:42][CH2:43][C@H:39]([OH:38])[CH2:40]4)=[O:45])=[CH:51][CH:50]=3)=[CH:37][C:6]=2[N:7]=[C:8]([NH:29][C:30](=[O:36])[O:31][C:32]([CH3:33])([CH3:34])[CH3:35])[CH2:9]1)=[O:28])([C:24]([CH3:27])([CH3:26])[CH3:25])([CH3:23])[CH3:22]. (2) The product is: [CH2:1]([CH:3]([NH:6][C:7]1[CH:12]=[C:11]([CH3:13])[N:10]=[C:9]2[N:14]([C:15]3[C:20]([CH3:21])=[CH:19][C:18]([CH3:22])=[CH:17][C:16]=3[CH3:23])[C:26]([NH2:27])=[N:24][C:8]=12)[CH2:4][CH3:5])[CH3:2]. Given the reactants [CH2:1]([CH:3]([NH:6][C:7]1[CH:12]=[C:11]([CH3:13])[N:10]=[C:9]([NH:14][C:15]2[C:20]([CH3:21])=[CH:19][C:18]([CH3:22])=[CH:17][C:16]=2[CH3:23])[C:8]=1[NH2:24])[CH2:4][CH3:5])[CH3:2].Br[C:26]#[N:27], predict the reaction product.